This data is from Catalyst prediction with 721,799 reactions and 888 catalyst types from USPTO. The task is: Predict which catalyst facilitates the given reaction. (1) Reactant: [NH2:1][C:2]1[C:7]([CH3:8])=[C:6]([C:9]2[CH:14]=[CH:13][C:12]([CH:15]=O)=[C:11]([F:17])[CH:10]=2)[N:5]=[C:4]([C:18]([O:20][CH3:21])=[O:19])[C:3]=1[Cl:22].[C:23](=O)([O-])[O-].[K+].[K+].COP(C(=[N+]=[N-])C(=O)C)(=O)OC. Product: [NH2:1][C:2]1[C:7]([CH3:8])=[C:6]([C:9]2[CH:14]=[CH:13][C:12]([C:15]#[CH:23])=[C:11]([F:17])[CH:10]=2)[N:5]=[C:4]([C:18]([O:20][CH3:21])=[O:19])[C:3]=1[Cl:22]. The catalyst class is: 5. (2) Product: [NH3:2].[C:1](/[N:3]=[C:4](/[NH:9][CH2:10][C:11]1[N:19]=[C:18]2[C:14]([N:15]=[CH:16][N:17]2[C@@H:20]2[O:24][C@H:23]([C:25]([NH:27][CH2:28][CH3:29])=[O:26])[C@@H:22]([OH:30])[C@H:21]2[OH:31])=[C:13]([NH:32][CH2:33][CH:34]([C:35]2[CH:36]=[CH:37][CH:38]=[CH:39][CH:40]=2)[C:41]2[CH:46]=[CH:45][CH:44]=[CH:43][CH:42]=2)[N:12]=1)\[NH:47][CH2:48][CH2:49][N:50]1[CH2:55][CH2:54][CH2:53][CH2:52][CH2:51]1)#[N:2]. Reactant: [C:1]([N:3]=[C:4](SC)SC)#[N:2].[NH2:9][CH2:10][C:11]1[N:19]=[C:18]2[C:14]([N:15]=[CH:16][N:17]2[C@@H:20]2[O:24][C@H:23]([C:25]([NH:27][CH2:28][CH3:29])=[O:26])[C@@H:22]([OH:30])[C@H:21]2[OH:31])=[C:13]([NH:32][CH2:33][CH:34]([C:41]2[CH:46]=[CH:45][CH:44]=[CH:43][CH:42]=2)[C:35]2[CH:40]=[CH:39][CH:38]=[CH:37][CH:36]=2)[N:12]=1.[NH2:47][CH2:48][CH2:49][N:50]1[CH2:55][CH2:54][CH2:53][CH2:52][CH2:51]1. The catalyst class is: 8. (3) Reactant: [C@H:1]1([NH:10][C:11]2[CH:20]=[CH:19][C:18]3[C:13](=[CH:14][CH:15]=[C:16]([NH2:21])[CH:17]=3)[N:12]=2)[C:9]2[C:4](=[CH:5][CH:6]=[CH:7][CH:8]=2)[CH2:3][CH2:2]1.[CH3:22][N:23]([C:27]1[CH:32]=[CH:31][CH:30]=[CH:29][CH:28]=1)[C:24](Cl)=[O:25]. Product: [C@H:1]1([NH:10][C:11]2[CH:20]=[CH:19][C:18]3[C:13](=[CH:14][CH:15]=[C:16]([NH:21][C:24](=[O:25])[N:23]([CH3:22])[C:27]4[CH:32]=[CH:31][CH:30]=[CH:29][CH:28]=4)[CH:17]=3)[N:12]=2)[C:9]2[C:4](=[CH:5][CH:6]=[CH:7][CH:8]=2)[CH2:3][CH2:2]1. The catalyst class is: 66. (4) The catalyst class is: 119. Reactant: [Br:1][C:2]1[CH:7]=[C:6]([CH3:8])[C:5]([S:9][C:10]2[C:15]([N+:16]([O-:18])=[O:17])=[C:14](/[CH:19]=[CH:20]/[N:21]([CH3:23])[CH3:22])[N:13]=[C:12]([NH:24][C:25]3[CH:32]=[CH:31][C:28]([C:29]#[N:30])=[CH:27][CH:26]=3)[N:11]=2)=[C:4]([CH3:33])[CH:3]=1.C(=O)([O-])[O-].[K+].[K+].[CH3:40][C:41]([O:44][C:45](O[C:45]([O:44][C:41]([CH3:43])([CH3:42])[CH3:40])=[O:46])=[O:46])([CH3:43])[CH3:42]. Product: [Br:1][C:2]1[CH:7]=[C:6]([CH3:8])[C:5]([S:9][C:10]2[C:15]([N+:16]([O-:18])=[O:17])=[C:14](/[CH:19]=[CH:20]/[N:21]([CH3:23])[CH3:22])[N:13]=[C:12]([N:24]([C:25]3[CH:26]=[CH:27][C:28]([C:29]#[N:30])=[CH:31][CH:32]=3)[C:45](=[O:46])[O:44][C:41]([CH3:43])([CH3:42])[CH3:40])[N:11]=2)=[C:4]([CH3:33])[CH:3]=1. (5) Reactant: Br[C:2]1[CH:9]=[CH:8][C:5]([CH2:6][OH:7])=[C:4]([F:10])[CH:3]=1.[Li]CCCC.C[O:17][B:18](OC)[O:19]C. Product: [F:10][C:4]1[CH:3]=[CH:2][C:9]([B:18]([OH:19])[OH:17])=[CH:8][C:5]=1[CH2:6][OH:7]. The catalyst class is: 601. (6) Reactant: [ClH:1].[CH3:2][O:3][CH2:4][CH2:5][O:6][C@@H:7]1[CH2:12][CH2:11][CH2:10][N:9]([CH2:13][C@@H:14]2[CH2:19][CH2:18][CH2:17][CH2:16][C@H:15]2[NH:20]C(=O)OC(C)(C)C)[CH2:8]1. Product: [ClH:1].[CH3:2][O:3][CH2:4][CH2:5][O:6][C@@H:7]1[CH2:12][CH2:11][CH2:10][N:9]([CH2:13][C@@H:14]2[CH2:19][CH2:18][CH2:17][CH2:16][C@H:15]2[NH2:20])[CH2:8]1. The catalyst class is: 12. (7) Product: [ClH:1].[Cl:1][C:2]1[C:7]2[O:8][C:9]3[CH2:14][CH2:13][NH:12][CH:11]([C:15]([N:17]([CH3:19])[CH3:18])=[O:16])[C:10]=3[C:6]=2[CH:5]=[C:4]([S:20]([C:23]2[CH:28]=[CH:27][CH:26]=[CH:25][CH:24]=2)(=[O:22])=[O:21])[CH:3]=1. Reactant: [Cl:1][C:2]1[C:7]2[O:8][C:9]3[CH2:14][CH2:13][NH:12][CH:11]([C:15]([N:17]([CH3:19])[CH3:18])=[O:16])[C:10]=3[C:6]=2[CH:5]=[C:4]([S:20]([C:23]2[CH:28]=[CH:27][CH:26]=[CH:25][CH:24]=2)(=[O:22])=[O:21])[CH:3]=1.Cl. The catalyst class is: 5.